From a dataset of Full USPTO retrosynthesis dataset with 1.9M reactions from patents (1976-2016). Predict the reactants needed to synthesize the given product. Given the product [CH3:16][O:15][CH2:14][CH2:13][O:12][C:9]1[CH:10]=[C:11]2[C:2]([NH:29][C:30]3[CH:35]=[CH:34][CH:33]=[C:32]([C:36]#[CH:37])[CH:31]=3)=[N:3][CH:4]=[N:5][C:6]2=[CH:7][C:8]=1[O:17][CH2:18][CH2:19][O:20][CH3:21].[ClH:1], predict the reactants needed to synthesize it. The reactants are: [Cl:1][C:2]1[C:11]2[C:6](=[CH:7][C:8]([O:17][CH2:18][CH2:19][O:20][CH3:21])=[C:9]([O:12][CH2:13][CH2:14][O:15][CH3:16])[CH:10]=2)[N:5]=[CH:4][N:3]=1.C1(C)C=CC=CC=1.[NH2:29][C:30]1[CH:31]=[C:32]([C:36]#[CH:37])[CH:33]=[CH:34][CH:35]=1.Cl.